The task is: Predict the product of the given reaction.. This data is from Forward reaction prediction with 1.9M reactions from USPTO patents (1976-2016). Given the reactants [C@@H:1]12[CH2:6][C@@H:5]1[CH2:4][NH:3][C@@H:2]2[CH2:7][NH:8][C:9]1[CH:18]=[N:17][C:16]2[C:11](=[CH:12][C:13]([F:20])=[C:14]([F:19])[CH:15]=2)[N:10]=1.[C:21]1([C:30]2[CH:35]=[CH:34][CH:33]=[CH:32][CH:31]=2)[C:22]([C:27](O)=[O:28])=[CH:23][CH:24]=[CH:25][CH:26]=1, predict the reaction product. The product is: [C:21]1([C:30]2[CH:35]=[CH:34][CH:33]=[CH:32][CH:31]=2)[CH:26]=[CH:25][CH:24]=[CH:23][C:22]=1[C:27]([N:3]1[CH2:4][C@@H:5]2[C@@H:1]([CH2:6]2)[C@H:2]1[CH2:7][NH:8][C:9]1[CH:18]=[N:17][C:16]2[C:11](=[CH:12][C:13]([F:20])=[C:14]([F:19])[CH:15]=2)[N:10]=1)=[O:28].